This data is from Reaction yield outcomes from USPTO patents with 853,638 reactions. The task is: Predict the reaction yield, written as a fraction of the theoretical maximum amount of product (1.0 means a 100% yield; for example, 0.34 means a 34% yield). (1) The reactants are [Cl:1][C:2]1[CH:3]=[CH:4][C:5]([O:15][CH2:16][C:17]2[CH:22]=[CH:21][C:20]([Br:23])=[CH:19][C:18]=2[F:24])=[C:6]([C:8](=O)[CH2:9][CH2:10][C:11](=O)[CH3:12])[CH:7]=1.[NH2:25][C:26]1[CH:27]=[C:28]([CH:32]=[C:33]([Br:35])[CH:34]=1)[C:29]([OH:31])=[O:30].CC1C=CC(S(O)(=O)=O)=CC=1. The catalyst is C(#N)C.C(Cl)Cl. The product is [Cl:1][C:2]1[CH:3]=[CH:4][C:5]([O:15][CH2:16][C:17]2[CH:22]=[CH:21][C:20]([Br:23])=[CH:19][C:18]=2[F:24])=[C:6]([C:8]2[N:25]([C:26]3[CH:27]=[C:28]([CH:32]=[C:33]([Br:35])[CH:34]=3)[C:29]([OH:31])=[O:30])[C:11]([CH3:12])=[CH:10][CH:9]=2)[CH:7]=1. The yield is 0.210. (2) The reactants are [Cl:1][CH2:2][CH2:3][CH2:4][CH2:5][O:6][C:7]1[CH:16]=[CH:15][C:10]([C:11]([O:13][CH3:14])=[O:12])=[CH:9][C:8]=1[O:17][CH3:18].[N:19]([O-:21])=[O:20].[Na+].C(O)(=O)C.[N+]([O-])(O)=O. The catalyst is O. The product is [CH3:18][O:17][C:8]1[C:7]([O:6][CH2:5][CH2:4][CH2:3][CH2:2][Cl:1])=[CH:16][C:15]([N+:19]([O-:21])=[O:20])=[C:10]([CH:9]=1)[C:11]([O:13][CH3:14])=[O:12]. The yield is 0.920. (3) The reactants are Cl.[Cl:2][C:3]1[CH:8]=[C:7]([C:9]2[CH:14]=[CH:13][CH:12]=[C:11]([Cl:15])[CH:10]=2)[N:6]=[C:5]2[CH2:16][CH2:17][CH2:18][C:4]=12.[NH2:19][C:20]1[CH:21]=[C:22]([CH2:26][C:27]([O:29][CH3:30])=[O:28])[CH:23]=[CH:24][CH:25]=1. No catalyst specified. The product is [ClH:2].[Cl:15][C:11]1[CH:10]=[C:9]([C:7]2[N:6]=[C:5]3[CH2:16][CH2:17][CH2:18][C:4]3=[C:3]([NH:19][C:20]3[CH:21]=[C:22]([CH2:26][C:27]([O:29][CH3:30])=[O:28])[CH:23]=[CH:24][CH:25]=3)[CH:8]=2)[CH:14]=[CH:13][CH:12]=1. The yield is 0.910. (4) The reactants are C[O:2][C:3]1[C:8]([O:9][CH3:10])=[CH:7][CH:6]=[CH:5][C:4]=1[C:11]1[C:12](N)=[N:13][CH:14]=[CH:15][CH:16]=1.C(O)(=O)C.N(OC(C)(C)C)=O. The catalyst is C1COCC1. The product is [CH3:10][O:9][C:8]1[C:3]2[O:2][C:12]3[C:11]([C:4]=2[CH:5]=[CH:6][CH:7]=1)=[CH:16][CH:15]=[CH:14][N:13]=3. The yield is 0.546. (5) The reactants are Cl[C:2]1[N:7]=[C:6]([Cl:8])[N:5]=[C:4]([O:9][CH2:10][C@H:11]2[CH2:13][C@H:12]2[C:14]#[N:15])[N:3]=1.Cl.Cl.[NH:18]1[CH2:23][CH2:22][CH:21]([C:24]2[C:32]3[C:27](=[N:28][CH:29]=[CH:30][CH:31]=3)[NH:26][N:25]=2)[CH2:20][CH2:19]1.CCN(C(C)C)C(C)C.CO. The catalyst is C1COCC1.CCOC(C)=O.CO. The product is [Cl:8][C:6]1[N:7]=[C:2]([N:18]2[CH2:19][CH2:20][CH:21]([C:24]3[C:32]4[C:27](=[N:28][CH:29]=[CH:30][CH:31]=4)[NH:26][N:25]=3)[CH2:22][CH2:23]2)[N:3]=[C:4]([O:9][CH2:10][C@H:11]2[CH2:13][C@H:12]2[C:14]#[N:15])[N:5]=1. The yield is 0.800. (6) The reactants are O=P(Cl)(Cl)Cl.[CH3:6]N(C=O)C.C(O[CH:14](OCC)[CH2:15][O:16][CH2:17][C:18]1[CH:23]=[CH:22][CH:21]=[CH:20][CH:19]=1)C.C([O-])([O-])=O.[Na+].[Na+].C[O-].[Na+].[NH:36]([CH2:38][CH2:39][OH:40])[NH2:37]. The catalyst is C(Cl)(Cl)Cl. The product is [CH2:17]([O:16][C:15]1[CH:14]=[N:37][N:36]([CH2:38][CH2:39][OH:40])[CH:6]=1)[C:18]1[CH:19]=[CH:20][CH:21]=[CH:22][CH:23]=1. The yield is 0.130. (7) The reactants are [CH2:1]1OCCOCCOCCOCCOCC[O:3][CH2:2]1.COC(CP(=O)(OCC(F)(F)F)OCC(F)(F)F)=O.C[Si]([N-][Si](C)(C)C)(C)C.[K+].[Cl:48][C:49]1[CH:54]=[CH:53][CH:52]=[CH:51][C:50]=1[NH:55][C:56]1[C:61]([CH:62]=O)=[C:60]([O:64][C:65]2[CH:70]=[CH:69][CH:68]=[CH:67][CH:66]=2)[N:59]=[C:58]([S:71][CH3:72])[N:57]=1.[NH4+].[Cl-]. The catalyst is C1(C)C=CC=CC=1.CCOCC.C1COCC1. The product is [Cl:48][C:49]1[CH:54]=[CH:53][CH:52]=[CH:51][C:50]=1[N:55]1[C:56]2[N:57]=[C:58]([S:71][CH3:72])[N:59]=[C:60]([O:64][C:65]3[CH:66]=[CH:67][CH:68]=[CH:69][CH:70]=3)[C:61]=2[CH:62]=[CH:1][C:2]1=[O:3]. The yield is 0.910. (8) The reactants are [CH3:1][C:2]1[C:10]2[C:9](C=O)=[CH:8][S:7][C:6]=2[CH:5]=[CH:4][CH:3]=1.ClC1SC2C=CC=C(C)C=2C=1C=[O:25]. The catalyst is C1(C)C=CC=CC=1. The product is [CH3:1][C:2]1[C:10]2[CH2:9][C:8](=[O:25])[S:7][C:6]=2[CH:5]=[CH:4][CH:3]=1. The yield is 1.00.